Dataset: Full USPTO retrosynthesis dataset with 1.9M reactions from patents (1976-2016). Task: Predict the reactants needed to synthesize the given product. (1) Given the product [N+:21]([C:12]1[CH:11]=[C:10]2[C:15]([CH2:16][C@@H:17]([C:18](=[O:20])[NH:48][C@H:38]3[C:47]4[C:42](=[CH:43][CH:44]=[CH:45][CH:46]=4)[CH2:41][CH2:40][CH2:39]3)[N:8]([C:6]([O:5][C:1]([CH3:2])([CH3:3])[CH3:4])=[O:7])[CH2:9]2)=[CH:14][CH:13]=1)([O-:23])=[O:22], predict the reactants needed to synthesize it. The reactants are: [C:1]([O:5][C:6]([N:8]1[C@H:17]([C:18]([OH:20])=O)[CH2:16][C:15]2[C:10](=[CH:11][C:12]([N+:21]([O-:23])=[O:22])=[CH:13][CH:14]=2)[CH2:9]1)=[O:7])([CH3:4])([CH3:3])[CH3:2].C(Cl)CCl.C1C=NC2N(O)N=NC=2C=1.[C@H:38]1([NH2:48])[C:47]2[C:42](=[CH:43][CH:44]=[CH:45][CH:46]=2)[CH2:41][CH2:40][CH2:39]1.CN1CCOCC1. (2) Given the product [CH3:35][O:36][C:37]1[CH:42]=[CH:41][C:40]([NH:43][C:44](=[S:70])[NH:45][C:46]2[CH:47]=[CH:48][C:49]([C:52]3[CH:60]=[C:59]4[C:55]([CH2:56][N:57]([C@@H:62]([CH:67]([CH3:68])[CH3:69])[C:63]([OH:65])=[O:64])[C:58]4=[O:61])=[CH:54][CH:53]=3)=[CH:50][CH:51]=2)=[CH:39][CH:38]=1, predict the reactants needed to synthesize it. The reactants are: FC1C=CC=CC=1NC(=S)NC1C=CC(C2C=C3C(CN([C@@H](C(C)C)C(O)=O)C3=O)=CC=2)=CC=1.[CH3:35][O:36][C:37]1[CH:42]=[CH:41][C:40]([NH:43][C:44](=[S:70])[NH:45][C:46]2[CH:51]=[CH:50][C:49]([C:52]3[CH:60]=[C:59]4[C:55]([CH2:56][N:57]([C@@H:62]([CH:67]([CH3:69])[CH3:68])[C:63]([O:65]C)=[O:64])[C:58]4=[O:61])=[CH:54][CH:53]=3)=[CH:48][CH:47]=2)=[CH:39][CH:38]=1. (3) Given the product [CH3:3][C:2]1[CH:4]=[CH:5][C:6]2[CH2:7][CH2:8][CH2:9][CH2:10][C:11]=2[N:1]=1, predict the reactants needed to synthesize it. The reactants are: [N:1]1[C:11]2[C:6](=[CH:7][CH:8]=[CH:9][CH:10]=2)[CH:5]=[CH:4][C:2]=1[CH3:3].[H][H]. (4) Given the product [F:8][C:6]1[CH:5]=[C:4]([C:9]2[N:10]=[C:11]([C:14]3([C:15]#[N:16])[CH2:22][CH2:21][O:20][CH2:19][CH2:18]3)[S:12][CH:13]=2)[CH:3]=[C:2]([F:1])[CH:7]=1, predict the reactants needed to synthesize it. The reactants are: [F:1][C:2]1[CH:3]=[C:4]([C:9]2[N:10]=[C:11]([CH2:14][C:15]#[N:16])[S:12][CH:13]=2)[CH:5]=[C:6]([F:8])[CH:7]=1.Br[CH2:18][CH2:19][O:20][CH2:21][CH2:22]Br. (5) The reactants are: [CH3:1][C:2]1[N:7]=[C:6]([C:8]2[CH:13]=[CH:12][N:11]=[C:10]([C:14]3[CH:15]=[C:16]([S:20](Cl)(=[O:22])=[O:21])[CH:17]=[CH:18][CH:19]=3)[CH:9]=2)[CH:5]=[C:4]([C:24]2[CH:29]=[CH:28][C:27]([C:30]([F:33])([F:32])[F:31])=[CH:26][CH:25]=2)[CH:3]=1.[NH:34]1[CH2:39][CH2:38][O:37][CH2:36][CH2:35]1. Given the product [CH3:1][C:2]1[N:7]=[C:6]([C:8]2[CH:13]=[CH:12][N:11]=[C:10]([C:14]3[CH:19]=[CH:18][CH:17]=[C:16]([S:20]([N:34]4[CH2:39][CH2:38][O:37][CH2:36][CH2:35]4)(=[O:22])=[O:21])[CH:15]=3)[CH:9]=2)[CH:5]=[C:4]([C:24]2[CH:29]=[CH:28][C:27]([C:30]([F:33])([F:32])[F:31])=[CH:26][CH:25]=2)[CH:3]=1, predict the reactants needed to synthesize it. (6) Given the product [N:25]1[CH:26]=[CH:27][C:22]([CH2:21][NH:20][C:15]2[CH:16]=[CH:17][CH:18]=[CH:19][C:14]=2[C:13]([NH:12][O:11][CH2:10][C:6]2[CH:5]=[C:4]([CH:9]=[CH:8][CH:7]=2)[C:3]([OH:29])=[O:2])=[O:28])=[CH:23][CH:24]=1, predict the reactants needed to synthesize it. The reactants are: C[O:2][C:3](=[O:29])[C:4]1[CH:9]=[CH:8][CH:7]=[C:6]([CH2:10][O:11][NH:12][C:13](=[O:28])[C:14]2[CH:19]=[CH:18][CH:17]=[CH:16][C:15]=2[NH:20][CH2:21][C:22]2[CH:27]=[CH:26][N:25]=[CH:24][CH:23]=2)[CH:5]=1.[OH-].[Na+].Cl. (7) Given the product [Cl:35][C:36]1[CH:43]=[C:42]([Cl:44])[CH:41]=[CH:40][C:37]=1[CH2:38][NH:39][C:15]([C:11]1[CH:10]=[C:9]2[C:14]([C:6]([N:5]([CH2:4][CH2:3][N:2]([CH3:1])[CH3:19])[CH3:18])=[N:7][NH:8]2)=[CH:13][CH:12]=1)=[O:17], predict the reactants needed to synthesize it. The reactants are: [CH3:1][N:2]([CH3:19])[CH2:3][CH2:4][N:5]([CH3:18])[C:6]1[C:14]2[C:9](=[CH:10][C:11]([C:15]([O-:17])=O)=[CH:12][CH:13]=2)[NH:8][N:7]=1.[Li+].C(Cl)CCl.C1C=CC2N(O)N=NC=2C=1.[Cl:35][C:36]1[CH:43]=[C:42]([Cl:44])[CH:41]=[CH:40][C:37]=1[CH2:38][NH2:39]. (8) Given the product [CH3:1][O:2][C:3](=[O:24])[CH2:4][C:5]1[CH:10]=[CH:9][CH:8]=[C:7]([O:11][C:12]2[CH:17]=[CH:16][C:15]([C:18]([F:19])([F:20])[F:21])=[CH:14][C:13]=2[CH2:22][NH:27][CH2:25][CH3:26])[CH:6]=1, predict the reactants needed to synthesize it. The reactants are: [CH3:1][O:2][C:3](=[O:24])[CH2:4][C:5]1[CH:10]=[CH:9][CH:8]=[C:7]([O:11][C:12]2[CH:17]=[CH:16][C:15]([C:18]([F:21])([F:20])[F:19])=[CH:14][C:13]=2[CH:22]=O)[CH:6]=1.[CH2:25]([NH2:27])[CH3:26].